Dataset: Reaction yield outcomes from USPTO patents with 853,638 reactions. Task: Predict the reaction yield, written as a fraction of the theoretical maximum amount of product (1.0 means a 100% yield; for example, 0.34 means a 34% yield). (1) The reactants are [H-].[Al+3].[Li+].[H-].[H-].[H-].[CH3:7][C:8]1([CH3:18])[C:13](=O)[NH:12][C@H:11]2[CH2:15][CH2:16][CH2:17][C@H:10]2[NH:9]1.O.O.O.O.O.O.O.O.O.O.S([O-])([O-])(=O)=O.[Na+].[Na+].[H][H]. The catalyst is O1CCOCC1. The product is [CH3:7][C:8]1([CH3:18])[NH:9][C@H:10]2[CH2:17][CH2:16][CH2:15][C@H:11]2[NH:12][CH2:13]1. The yield is 0.910. (2) The reactants are [Br:1][C:2]1[CH:7]=[CH:6][C:5]([N:8]2[C:12](=[O:13])[NH:11][N:10]=[CH:9]2)=[C:4]([F:14])[CH:3]=1.C(=O)([O-])[O-].[K+].[K+].Cl[C:22]([O:24][CH2:25][CH3:26])=[O:23]. The catalyst is CN(C)C=O. The product is [Br:1][C:2]1[CH:7]=[CH:6][C:5]([N:8]2[C:12](=[O:13])[N:11]([C:22]([O:24][CH2:25][CH3:26])=[O:23])[N:10]=[CH:9]2)=[C:4]([F:14])[CH:3]=1. The yield is 0.656.